Dataset: Reaction yield outcomes from USPTO patents with 853,638 reactions. Task: Predict the reaction yield, written as a fraction of the theoretical maximum amount of product (1.0 means a 100% yield; for example, 0.34 means a 34% yield). (1) The reactants are C[O:2][CH:3](OC)[C:4]1[CH:5]=[CH:6][C:7]([O:11][CH2:12][CH2:13][N:14]2[CH2:19][CH2:18][O:17][CH2:16][CH2:15]2)=[C:8]([CH:10]=1)[NH2:9].[CH3:22][S:23](Cl)(=[O:25])=[O:24].N1C=CC=CC=1.Cl.C(=O)(O)[O-].[Na+]. The catalyst is ClCCl. The product is [CH3:22][S:23]([NH:9][C:8]1[CH:10]=[C:4]([CH:5]=[CH:6][C:7]=1[O:11][CH2:12][CH2:13][N:14]1[CH2:19][CH2:18][O:17][CH2:16][CH2:15]1)[CH:3]=[O:2])(=[O:25])=[O:24]. The yield is 0.950. (2) The reactants are [CH3:1][C:2]([C:7]1[CH:12]=[CH:11][CH:10]=[CH:9][CH:8]=1)([CH3:6])[C:3](O)=[O:4].S(Cl)(Cl)=O.C(=O)([O-])[O-].[K+].[K+].Cl.[CH3:24][NH:25][CH3:26].Cl. The catalyst is C1(C)C=CC=CC=1.O.C(OC)(C)(C)C. The product is [CH3:24][N:25]([CH3:26])[C:3](=[O:4])[C:2]([CH3:6])([C:7]1[CH:12]=[CH:11][CH:10]=[CH:9][CH:8]=1)[CH3:1]. The yield is 0.880.